This data is from NCI-60 drug combinations with 297,098 pairs across 59 cell lines. The task is: Regression. Given two drug SMILES strings and cell line genomic features, predict the synergy score measuring deviation from expected non-interaction effect. (1) Drug 1: C1=C(C(=O)NC(=O)N1)F. Drug 2: CC1=C(C=C(C=C1)NC(=O)C2=CC=C(C=C2)CN3CCN(CC3)C)NC4=NC=CC(=N4)C5=CN=CC=C5. Cell line: NCI/ADR-RES. Synergy scores: CSS=31.1, Synergy_ZIP=-5.20, Synergy_Bliss=-6.01, Synergy_Loewe=-8.02, Synergy_HSA=-6.62. (2) Drug 1: CN(CC1=CN=C2C(=N1)C(=NC(=N2)N)N)C3=CC=C(C=C3)C(=O)NC(CCC(=O)O)C(=O)O. Cell line: NCI-H322M. Synergy scores: CSS=50.9, Synergy_ZIP=-0.0785, Synergy_Bliss=-0.241, Synergy_Loewe=-68.4, Synergy_HSA=-1.33. Drug 2: C1CC(C1)(C(=O)O)C(=O)O.[NH2-].[NH2-].[Pt+2]. (3) Drug 1: C1CCN(CC1)CCOC2=CC=C(C=C2)C(=O)C3=C(SC4=C3C=CC(=C4)O)C5=CC=C(C=C5)O. Drug 2: C1=CC=C(C(=C1)C(C2=CC=C(C=C2)Cl)C(Cl)Cl)Cl. Cell line: SNB-19. Synergy scores: CSS=0.998, Synergy_ZIP=2.52, Synergy_Bliss=-5.05, Synergy_Loewe=-2.70, Synergy_HSA=-3.51. (4) Drug 1: CCC1(CC2CC(C3=C(CCN(C2)C1)C4=CC=CC=C4N3)(C5=C(C=C6C(=C5)C78CCN9C7C(C=CC9)(C(C(C8N6C=O)(C(=O)OC)O)OC(=O)C)CC)OC)C(=O)OC)O.OS(=O)(=O)O. Drug 2: C1=NNC2=C1C(=O)NC=N2. Cell line: CCRF-CEM. Synergy scores: CSS=15.2, Synergy_ZIP=-0.809, Synergy_Bliss=0.237, Synergy_Loewe=3.98, Synergy_HSA=2.08. (5) Drug 1: CC1=C2C(C(=O)C3(C(CC4C(C3C(C(C2(C)C)(CC1OC(=O)C(C(C5=CC=CC=C5)NC(=O)OC(C)(C)C)O)O)OC(=O)C6=CC=CC=C6)(CO4)OC(=O)C)O)C)O. Drug 2: B(C(CC(C)C)NC(=O)C(CC1=CC=CC=C1)NC(=O)C2=NC=CN=C2)(O)O. Cell line: HT29. Synergy scores: CSS=54.1, Synergy_ZIP=-5.03, Synergy_Bliss=-4.10, Synergy_Loewe=-5.49, Synergy_HSA=-4.31.